Dataset: Catalyst prediction with 721,799 reactions and 888 catalyst types from USPTO. Task: Predict which catalyst facilitates the given reaction. (1) Reactant: [C:1]([O:5][C:6]([N:8]1[CH2:13][CH2:12][N:11]([C:14]2[CH:19]=[C:18]([C:20]3[CH:25]=[CH:24][CH:23]=[C:22]([C:26]([F:29])([F:28])[F:27])[CH:21]=3)[N:17]=[C:16](S(C)(=O)=O)[N:15]=2)[CH2:10][CH2:9]1)=[O:7])([CH3:4])([CH3:3])[CH3:2].[C-:34]#[N:35].[Na+]. Product: [C:1]([O:5][C:6]([N:8]1[CH2:13][CH2:12][N:11]([C:14]2[CH:19]=[C:18]([C:20]3[CH:25]=[CH:24][CH:23]=[C:22]([C:26]([F:29])([F:28])[F:27])[CH:21]=3)[N:17]=[C:16]([C:34]#[N:35])[N:15]=2)[CH2:10][CH2:9]1)=[O:7])([CH3:4])([CH3:3])[CH3:2]. The catalyst class is: 148. (2) Reactant: [C:1](Cl)(=[O:8])[C:2]1[CH:7]=[CH:6][CH:5]=[CH:4][CH:3]=1.[O:10]1[CH:14]=[CH:13][CH:12]=[C:11]1[C:15]([O:17][CH3:18])=[O:16].O. Product: [C:2]1([C:1]([C:14]2[O:10][C:11]([C:15]([O:17][CH3:18])=[O:16])=[CH:12][CH:13]=2)=[O:8])[CH:7]=[CH:6][CH:5]=[CH:4][CH:3]=1. The catalyst class is: 53. (3) Reactant: Br[CH:2]([CH2:10][C:11]1[CH:16]=[CH:15][C:14]([S:17][CH3:18])=[CH:13][CH:12]=1)[C:3](=O)[C:4]([O:6][CH2:7][CH3:8])=[O:5].[NH2:19][C:20]([NH2:22])=[S:21]. Product: [NH2:22][C:20]1[S:21][C:2]([CH2:10][C:11]2[CH:16]=[CH:15][C:14]([S:17][CH3:18])=[CH:13][CH:12]=2)=[C:3]([C:4]([O:6][CH2:7][CH3:8])=[O:5])[N:19]=1. The catalyst class is: 14. (4) Reactant: [NH2:1][C:2]1[CH:3]=[C:4]2[C:8](=[CH:9][CH:10]=1)[NH:7][CH:6]=[CH:5]2.[CH2:11]([CH2:15][C:16](=O)[CH3:17])[C:12]([CH3:14])=O.C(OCC)(=O)C. The catalyst class is: 11. Product: [CH3:17][C:16]1[N:1]([C:2]2[CH:3]=[C:4]3[C:8](=[CH:9][CH:10]=2)[NH:7][CH:6]=[CH:5]3)[C:12]([CH3:14])=[CH:11][CH:15]=1. (5) Reactant: Cl[C:2]1[C:11]([C:12]([OH:14])=[O:13])=[CH:10][C:9]2[C:4](=[CH:5][CH:6]=[C:7]([Cl:15])[CH:8]=2)[N:3]=1.[NH2:16][CH:17]([CH2:21][C:22]1[CH:27]=[CH:26][CH:25]=[CH:24][N:23]=1)[C:18]([OH:20])=[O:19]. Product: [C:18]([CH:17]([NH:16][C:2]1[C:11]([C:12]([OH:14])=[O:13])=[CH:10][C:9]2[C:4](=[CH:5][CH:6]=[C:7]([Cl:15])[CH:8]=2)[N:3]=1)[CH2:21][C:22]1[CH:27]=[CH:26][CH:25]=[CH:24][N:23]=1)([OH:20])=[O:19]. The catalyst class is: 16. (6) Reactant: [CH3:1][N:2]([CH3:23])[C:3]1[CH:8]=[CH:7][C:6]([C:9]2[C:17]3[C:12](=[CH:13][CH:14]=[CH:15][CH:16]=3)[NH:11][C:10]=2[C:18]([O:20]CC)=O)=[CH:5][CH:4]=1.O.[NH2:25][NH2:26]. Product: [CH3:23][N:2]([CH3:1])[C:3]1[CH:4]=[CH:5][C:6]([C:9]2[C:17]3[C:12](=[CH:13][CH:14]=[CH:15][CH:16]=3)[NH:11][C:10]=2[C:18]([NH:25][NH2:26])=[O:20])=[CH:7][CH:8]=1. The catalyst class is: 8.